Dataset: M1 muscarinic receptor antagonist screen with 61,756 compounds. Task: Binary Classification. Given a drug SMILES string, predict its activity (active/inactive) in a high-throughput screening assay against a specified biological target. (1) The result is 0 (inactive). The molecule is S(Cc1oc(C(=O)NC2CC2)cc1)Cc1cc(F)ccc1. (2) The compound is S(=O)(=O)(N1CCCCCC1)c1cc2c(c(oc2cc1)C(=O)NC1CC1)C. The result is 0 (inactive). (3) The compound is S(=O)(=O)(N1CCCc2c1cccc2)c1ccc(OCCNS(=O)(=O)C)cc1. The result is 0 (inactive). (4) The molecule is S1C(=O)C(/N=C1SC)=C/c1c(F)cccc1. The result is 0 (inactive). (5) The molecule is S(=O)(=O)(N(CC(=O)N1CCCCCC1)c1ccccc1)C. The result is 0 (inactive).